This data is from Peptide-MHC class I binding affinity with 185,985 pairs from IEDB/IMGT. The task is: Regression. Given a peptide amino acid sequence and an MHC pseudo amino acid sequence, predict their binding affinity value. This is MHC class I binding data. (1) The peptide sequence is MEFWLVAAL. The MHC is HLA-C04:01 with pseudo-sequence HLA-C04:01. The binding affinity (normalized) is 0.213. (2) The peptide sequence is KFKRKLMYV. The MHC is HLA-B15:01 with pseudo-sequence HLA-B15:01. The binding affinity (normalized) is 0.0847. (3) The peptide sequence is AIIRILQQL. The MHC is HLA-A02:01 with pseudo-sequence HLA-A02:01. The binding affinity (normalized) is 0.471. (4) The peptide sequence is PGGGDPEVTFM. The MHC is Mamu-A02 with pseudo-sequence Mamu-A02. The binding affinity (normalized) is 0.111. (5) The peptide sequence is KPLLAPHHVV. The MHC is HLA-B53:01 with pseudo-sequence HLA-B53:01. The binding affinity (normalized) is 0.